Task: Predict the product of the given reaction.. Dataset: Forward reaction prediction with 1.9M reactions from USPTO patents (1976-2016) (1) Given the reactants Br[C:2]1[CH:7]=[CH:6][C:5]([S:8]([NH:11][C:12]([CH3:15])([CH3:14])[CH3:13])(=[O:10])=[O:9])=[C:4]([O:16][C:17]([F:20])([F:19])[F:18])[CH:3]=1.[C:21]([C:23]1[N:27]([CH3:28])[C:26](B(O)O)=[CH:25][CH:24]=1)#[N:22].[F-].[K+].C(P(C(C)(C)C)C(C)(C)C)(C)(C)C, predict the reaction product. The product is: [C:12]([NH:11][S:8]([C:5]1[CH:6]=[CH:7][C:2]([C:26]2[N:27]([CH3:28])[C:23]([C:21]#[N:22])=[CH:24][CH:25]=2)=[CH:3][C:4]=1[O:16][C:17]([F:20])([F:19])[F:18])(=[O:10])=[O:9])([CH3:15])([CH3:14])[CH3:13]. (2) Given the reactants C[O:2][C:3](=[O:21])[C@@H:4]([NH:10][C:11]([O:13][CH2:14][C:15]1[CH:20]=[CH:19][CH:18]=[CH:17][CH:16]=1)=[O:12])[CH2:5][C:6]([F:9])([F:8])[F:7].[Li+].[OH-], predict the reaction product. The product is: [CH2:14]([O:13][C:11]([NH:10][C@@H:4]([CH2:5][C:6]([F:7])([F:9])[F:8])[C:3]([OH:21])=[O:2])=[O:12])[C:15]1[CH:16]=[CH:17][CH:18]=[CH:19][CH:20]=1. (3) Given the reactants C(OC([NH:8][C:9]([N:18]1[CH2:27][CH2:26][C:25]2[C:20](=[CH:21][C:22]([O:28][CH2:29][CH:30]3[CH2:35][CH2:34][NH:33][CH2:32][CH2:31]3)=[CH:23][CH:24]=2)[CH2:19]1)=[N:10]C(OC(C)(C)C)=O)=O)(C)(C)C.[OH-].[Na+].[ClH:38].[N:39]1[CH:44]=[CH:43][C:42]([CH2:45][Cl:46])=[CH:41][CH:40]=1.O, predict the reaction product. The product is: [ClH:46].[ClH:38].[ClH:46].[N:39]1[CH:44]=[CH:43][C:42]([CH2:45][N:33]2[CH2:34][CH2:35][CH:30]([CH2:29][O:28][C:22]3[CH:21]=[C:20]4[C:25]([CH2:26][CH2:27][N:18]([C:9]([NH2:8])=[NH:10])[CH2:19]4)=[CH:24][CH:23]=3)[CH2:31][CH2:32]2)=[CH:41][CH:40]=1. (4) Given the reactants O[C:2]1[CH:11]=[CH:10][C:9]2[C:4](=[CH:5][CH:6]=[CH:7][CH:8]=2)[C:3]=1[CH:12]=O.[NH2:14][C:15]1[CH:20]=[CH:19][C:18]([CH3:21])=[CH:17][CH:16]=1.C([OH:24])C, predict the reaction product. The product is: [OH:24][C:16]1[CH:17]=[C:18]([CH3:21])[CH:19]=[CH:20][C:15]=1[N:14]=[CH:12][C:3]1[C:4]2[C:9](=[CH:8][CH:7]=[CH:6][CH:5]=2)[CH:10]=[CH:11][CH:2]=1. (5) Given the reactants [Cl:1][C:2]1[N:7]=[C:6]([CH2:8][C:9]([C:11]2[C:12]([F:29])=[C:13]([NH:17][S:18]([C:21]3[C:26]([F:27])=[CH:25][CH:24]=[CH:23][C:22]=3[F:28])(=[O:20])=[O:19])[CH:14]=[CH:15][CH:16]=2)=O)[CH:5]=[CH:4][N:3]=1.C1C(=O)N(Br)C(=O)C1.[NH2:38][C:39]([N:41]1[CH2:46][CH2:45][N:44]([C:47]([O:49][C:50]([CH3:53])([CH3:52])[CH3:51])=[O:48])[CH2:43][CH2:42]1)=[S:40], predict the reaction product. The product is: [Cl:1][C:2]1[N:7]=[C:6]([C:8]2[S:40][C:39]([N:41]3[CH2:42][CH2:43][N:44]([C:47]([O:49][C:50]([CH3:53])([CH3:52])[CH3:51])=[O:48])[CH2:45][CH2:46]3)=[N:38][C:9]=2[C:11]2[CH:16]=[CH:15][CH:14]=[C:13]([NH:17][S:18]([C:21]3[C:26]([F:27])=[CH:25][CH:24]=[CH:23][C:22]=3[F:28])(=[O:20])=[O:19])[C:12]=2[F:29])[CH:5]=[CH:4][N:3]=1. (6) Given the reactants C(=O)([O-])[O-].[Cs+].[Cs+].CO.[NH2:9][C:10]1[N:14]([C:15]2[CH:24]=[CH:23][C:18]3[NH:19][C:20]([CH3:22])=[N:21][C:17]=3[CH:16]=2)[N:13]=[CH:12][C:11]=1[C:25]([C:27]1[N:28](S(C2C=CC=CC=2)(=O)=O)[C:29]2[C:34]([CH:35]=1)=[CH:33][C:32]([CH2:36][N:37]1[CH2:42][CH2:41][O:40][CH2:39][CH2:38]1)=[CH:31][CH:30]=2)=[O:26].O.N, predict the reaction product. The product is: [NH2:9][C:10]1[N:14]([C:15]2[CH:24]=[CH:23][C:18]3[NH:19][C:20]([CH3:22])=[N:21][C:17]=3[CH:16]=2)[N:13]=[CH:12][C:11]=1[C:25]([C:27]1[NH:28][C:29]2[C:34]([CH:35]=1)=[CH:33][C:32]([CH2:36][N:37]1[CH2:42][CH2:41][O:40][CH2:39][CH2:38]1)=[CH:31][CH:30]=2)=[O:26]. (7) Given the reactants C([SiH2][O:6][C:7](C1C=CC=CC=1)(C1C=CC=CC=1)[C:8]1[CH:13]=[CH:12][C:11](B2OC(C)(C)C(C)(C)O2)=[CH:10][N:9]=1)(C)(C)C.Cl[C:36]1[N:37]=[C:38]([N:56]2[CH2:61][CH2:60][O:59][CH2:58][CH2:57]2)[C:39]2[CH:44]=[C:43]([CH2:45][N:46]3[CH2:51][CH2:50][N:49]([S:52]([CH3:55])(=[O:54])=[O:53])[CH2:48][CH2:47]3)[S:42][C:40]=2[N:41]=1, predict the reaction product. The product is: [CH3:55][S:52]([N:49]1[CH2:50][CH2:51][N:46]([CH2:45][C:43]2[S:42][C:40]3[N:41]=[C:36]([C:11]4[CH:12]=[CH:13][C:8]([CH2:7][OH:6])=[N:9][CH:10]=4)[N:37]=[C:38]([N:56]4[CH2:57][CH2:58][O:59][CH2:60][CH2:61]4)[C:39]=3[CH:44]=2)[CH2:47][CH2:48]1)(=[O:54])=[O:53].